From a dataset of CYP2C9 inhibition data for predicting drug metabolism from PubChem BioAssay. Regression/Classification. Given a drug SMILES string, predict its absorption, distribution, metabolism, or excretion properties. Task type varies by dataset: regression for continuous measurements (e.g., permeability, clearance, half-life) or binary classification for categorical outcomes (e.g., BBB penetration, CYP inhibition). Dataset: cyp2c9_veith. The drug is COc1ccccc1CNc1ncnc2ccc(-c3ccccc3CN(C)C)cc12. The result is 0 (non-inhibitor).